Dataset: Catalyst prediction with 721,799 reactions and 888 catalyst types from USPTO. Task: Predict which catalyst facilitates the given reaction. (1) Reactant: [NH2:1][C:2]1[NH:6][N:5]=[C:4]([C:7]2[CH:12]=[CH:11][C:10]([O:13][C:14]3[CH:19]=[CH:18][CH:17]=[CH:16][CH:15]=3)=[CH:9][CH:8]=2)[C:3]=1[C:20]#[N:21].[Br:22][CH:23]([CH:26]=O)[CH:24]=O. Product: [Br:22][C:23]1[CH:24]=[N:1][C:2]2[N:6]([N:5]=[C:4]([C:7]3[CH:8]=[CH:9][C:10]([O:13][C:14]4[CH:19]=[CH:18][CH:17]=[CH:16][CH:15]=4)=[CH:11][CH:12]=3)[C:3]=2[C:20]#[N:21])[CH:26]=1. The catalyst class is: 14. (2) Reactant: Br[C:2]1[S:3][C:4]2[CH2:5][N:6]([CH2:11][C:12]([N:14]3[CH2:19][CH2:18][N:17]([CH:20]4[CH2:23][CH2:22][CH2:21]4)[CH2:16][CH2:15]3)=[O:13])[CH2:7][CH2:8][C:9]=2[N:10]=1.C([Sn](CCCC)(CCCC)[C:29]1[N:30]=[N:31][CH:32]=[CH:33][CH:34]=1)CCC. Product: [CH:20]1([N:17]2[CH2:18][CH2:19][N:14]([C:12](=[O:13])[CH2:11][N:6]3[CH2:7][CH2:8][C:9]4[N:10]=[C:2]([C:29]5[N:30]=[N:31][CH:32]=[CH:33][CH:34]=5)[S:3][C:4]=4[CH2:5]3)[CH2:15][CH2:16]2)[CH2:23][CH2:22][CH2:21]1. The catalyst class is: 109. (3) Reactant: CC(C)([O-])C.[K+].[C:7]([C:11]([NH:13][C:14]1[CH:23]=[CH:22][CH:21]=[C:20]([OH:24])[C:15]=1[C:16]([O:18][CH3:19])=[O:17])=[O:12])([CH3:10])([CH3:9])[CH3:8].[C:25]1(=[O:29])[O:28][CH2:27][CH2:26]1.C(OCC)(=O)C. Product: [C:7]([C:11]([NH:13][C:14]1[CH:23]=[CH:22][CH:21]=[C:20]([O:24][CH2:27][CH2:26][C:25]([OH:29])=[O:28])[C:15]=1[C:16]([O:18][CH3:19])=[O:17])=[O:12])([CH3:10])([CH3:8])[CH3:9]. The catalyst class is: 20.